Regression. Given two drug SMILES strings and cell line genomic features, predict the synergy score measuring deviation from expected non-interaction effect. From a dataset of NCI-60 drug combinations with 297,098 pairs across 59 cell lines. (1) Drug 1: C1=C(C(=O)NC(=O)N1)N(CCCl)CCCl. Drug 2: COCCOC1=C(C=C2C(=C1)C(=NC=N2)NC3=CC=CC(=C3)C#C)OCCOC.Cl. Cell line: EKVX. Synergy scores: CSS=29.4, Synergy_ZIP=-2.15, Synergy_Bliss=5.98, Synergy_Loewe=4.54, Synergy_HSA=7.36. (2) Drug 1: CC1C(C(=O)NC(C(=O)N2CCCC2C(=O)N(CC(=O)N(C(C(=O)O1)C(C)C)C)C)C(C)C)NC(=O)C3=C4C(=C(C=C3)C)OC5=C(C(=O)C(=C(C5=N4)C(=O)NC6C(OC(=O)C(N(C(=O)CN(C(=O)C7CCCN7C(=O)C(NC6=O)C(C)C)C)C)C(C)C)C)N)C. Drug 2: CS(=O)(=O)OCCCCOS(=O)(=O)C. Cell line: SK-MEL-28. Synergy scores: CSS=1.97, Synergy_ZIP=-4.06, Synergy_Bliss=-5.75, Synergy_Loewe=-14.7, Synergy_HSA=-5.96. (3) Drug 1: CC1C(C(CC(O1)OC2CC(OC(C2O)C)OC3=CC4=CC5=C(C(=O)C(C(C5)C(C(=O)C(C(C)O)O)OC)OC6CC(C(C(O6)C)O)OC7CC(C(C(O7)C)O)OC8CC(C(C(O8)C)O)(C)O)C(=C4C(=C3C)O)O)O)O. Drug 2: C1CCC(C(C1)N)N.C(=O)(C(=O)[O-])[O-].[Pt+4]. Cell line: MDA-MB-435. Synergy scores: CSS=49.9, Synergy_ZIP=-5.22, Synergy_Bliss=-1.47, Synergy_Loewe=-0.566, Synergy_HSA=-0.182. (4) Drug 1: CNC(=O)C1=CC=CC=C1SC2=CC3=C(C=C2)C(=NN3)C=CC4=CC=CC=N4. Drug 2: CC1=C2C(C(=O)C3(C(CC4C(C3C(C(C2(C)C)(CC1OC(=O)C(C(C5=CC=CC=C5)NC(=O)OC(C)(C)C)O)O)OC(=O)C6=CC=CC=C6)(CO4)OC(=O)C)O)C)O. Cell line: COLO 205. Synergy scores: CSS=75.0, Synergy_ZIP=19.2, Synergy_Bliss=19.2, Synergy_Loewe=-27.6, Synergy_HSA=17.3. (5) Drug 1: CC1=C(C=C(C=C1)C(=O)NC2=CC(=CC(=C2)C(F)(F)F)N3C=C(N=C3)C)NC4=NC=CC(=N4)C5=CN=CC=C5. Drug 2: CC1C(C(CC(O1)OC2CC(CC3=C2C(=C4C(=C3O)C(=O)C5=CC=CC=C5C4=O)O)(C(=O)C)O)N)O. Cell line: SK-MEL-28. Synergy scores: CSS=42.2, Synergy_ZIP=-0.931, Synergy_Bliss=0.622, Synergy_Loewe=-27.1, Synergy_HSA=0.804. (6) Drug 2: CCC1(C2=C(COC1=O)C(=O)N3CC4=CC5=C(C=CC(=C5CN(C)C)O)N=C4C3=C2)O.Cl. Synergy scores: CSS=25.9, Synergy_ZIP=0.574, Synergy_Bliss=4.97, Synergy_Loewe=4.25, Synergy_HSA=5.63. Drug 1: C1=NC2=C(N=C(N=C2N1C3C(C(C(O3)CO)O)F)Cl)N. Cell line: UO-31. (7) Drug 1: C1=NC2=C(N1)C(=S)N=CN2. Drug 2: CCCCCOC(=O)NC1=NC(=O)N(C=C1F)C2C(C(C(O2)C)O)O. Cell line: HS 578T. Synergy scores: CSS=-0.830, Synergy_ZIP=-0.962, Synergy_Bliss=-0.643, Synergy_Loewe=-0.113, Synergy_HSA=-0.548. (8) Drug 1: CC1C(C(=O)NC(C(=O)N2CCCC2C(=O)N(CC(=O)N(C(C(=O)O1)C(C)C)C)C)C(C)C)NC(=O)C3=C4C(=C(C=C3)C)OC5=C(C(=O)C(=C(C5=N4)C(=O)NC6C(OC(=O)C(N(C(=O)CN(C(=O)C7CCCN7C(=O)C(NC6=O)C(C)C)C)C)C(C)C)C)N)C. Drug 2: CC1CCCC2(C(O2)CC(NC(=O)CC(C(C(=O)C(C1O)C)(C)C)O)C(=CC3=CSC(=N3)C)C)C. Cell line: RPMI-8226. Synergy scores: CSS=53.5, Synergy_ZIP=1.95, Synergy_Bliss=0.674, Synergy_Loewe=-20.7, Synergy_HSA=-1.34. (9) Drug 1: CC1=C(C(=CC=C1)Cl)NC(=O)C2=CN=C(S2)NC3=CC(=NC(=N3)C)N4CCN(CC4)CCO. Drug 2: C(=O)(N)NO. Cell line: OVCAR-4. Synergy scores: CSS=10.3, Synergy_ZIP=-3.72, Synergy_Bliss=1.01, Synergy_Loewe=-17.0, Synergy_HSA=-0.293.